This data is from Full USPTO retrosynthesis dataset with 1.9M reactions from patents (1976-2016). The task is: Predict the reactants needed to synthesize the given product. (1) Given the product [NH2:18][C:10]1[CH:11]=[C:12]([CH:16]=[CH:17][C:9]=1[O:8][CH3:7])[C:13]([NH:30][C:29]1[CH:31]=[CH:32][C:33]([CH3:34])=[C:27]([CH3:26])[CH:28]=1)=[O:15], predict the reactants needed to synthesize it. The reactants are: C(Cl)(=O)C(Cl)=O.[CH3:7][O:8][C:9]1[CH:17]=[CH:16][C:12]([C:13]([OH:15])=O)=[CH:11][C:10]=1[N+:18]([O-])=O.CN(C)C=O.[CH3:26][C:27]1[CH:28]=[C:29]([CH:31]=[CH:32][C:33]=1[CH3:34])[NH2:30]. (2) Given the product [F:1][C:2]1([F:19])[CH2:7][CH2:6][CH2:5][C@@H:4]([C@@:8]([OH:18])([C:12]2[CH:17]=[CH:16][CH:15]=[CH:14][CH:13]=2)[C:9]([O:11][CH2:27][CH2:26][N:22]2[CH:23]=[CH:24][N:25]=[C:21]2[CH3:20])=[O:10])[CH2:3]1, predict the reactants needed to synthesize it. The reactants are: [F:1][C:2]1([F:19])[CH2:7][CH2:6][CH2:5][C@@H:4]([C@@:8]([OH:18])([C:12]2[CH:17]=[CH:16][CH:15]=[CH:14][CH:13]=2)[C:9]([OH:11])=[O:10])[CH2:3]1.[CH3:20][C:21]1[N:22]([CH2:26][CH2:27]OS(C)(=O)=O)[CH:23]=[CH:24][N:25]=1.N12CCCN=C1CCCC=C2. (3) Given the product [CH3:1][C:2]1([CH3:19])[C:6]([C:7]2[C:8]([O:18][S:27]([C:30]([F:33])([F:32])[F:31])(=[O:29])=[O:28])=[CH:9][C:10]([F:17])=[C:11]([CH:16]=2)[C:12]([O:14][CH3:15])=[O:13])=[CH:5][CH2:4][CH2:3]1, predict the reactants needed to synthesize it. The reactants are: [CH3:1][C:2]1([CH3:19])[C:6]([C:7]2[C:8]([OH:18])=[CH:9][C:10]([F:17])=[C:11]([CH:16]=2)[C:12]([O:14][CH3:15])=[O:13])=[CH:5][CH2:4][CH2:3]1.C1C=CC(N([S:27]([C:30]([F:33])([F:32])[F:31])(=[O:29])=[O:28])[S:27]([C:30]([F:33])([F:32])[F:31])(=[O:29])=[O:28])=CC=1. (4) The reactants are: [C@H:1]12[CH2:8][CH2:7][CH2:6][C@H:5]1[CH2:4][NH:3][C@@H:2]2[CH2:9][NH:10][C:11]([C:13]1[C:17]2[CH:18]=[CH:19][CH:20]=[CH:21][C:16]=2[O:15][N:14]=1)=[O:12].[CH3:22][C:23]1[S:24][C:25]([C:31]2[CH:32]=[C:33]([CH3:37])[CH:34]=[CH:35][CH:36]=2)=[C:26]([C:28](O)=[O:29])[N:27]=1. Given the product [CH3:22][C:23]1[S:24][C:25]([C:31]2[CH:32]=[C:33]([CH3:37])[CH:34]=[CH:35][CH:36]=2)=[C:26]([C:28]([N:3]2[CH2:4][C@H:5]3[C@H:1]([CH2:8][CH2:7][CH2:6]3)[C@H:2]2[CH2:9][NH:10][C:11]([C:13]2[C:17]3[CH:18]=[CH:19][CH:20]=[CH:21][C:16]=3[O:15][N:14]=2)=[O:12])=[O:29])[N:27]=1, predict the reactants needed to synthesize it. (5) Given the product [CH:1]([C:3]1[CH:8]=[CH:7][CH:6]=[CH:5][N:4]=1)([CH3:9])[CH3:2], predict the reactants needed to synthesize it. The reactants are: [CH2:1]([C:3]1[CH:8]=[CH:7][CH:6]=[CH:5][N:4]=1)[CH3:2].[CH2:9]([Li])CCC.IC. (6) Given the product [CH:15]([O:14][C:11]1[CH:12]=[CH:13][C:8]([O:7][C:4]2[S:5][C:6]([C:21]#[C:20][CH:19]([N:22]3[C:30](=[O:31])[C:29]4[C:24](=[CH:25][CH:26]=[CH:27][CH:28]=4)[C:23]3=[O:32])[CH3:18])=[CH:2][N:3]=2)=[CH:9][CH:10]=1)([CH3:17])[CH3:16], predict the reactants needed to synthesize it. The reactants are: Br[C:2]1[N:3]=[C:4]([O:7][C:8]2[CH:13]=[CH:12][C:11]([O:14][CH:15]([CH3:17])[CH3:16])=[CH:10][CH:9]=2)[S:5][CH:6]=1.[CH3:18][CH:19]([N:22]1[C:30](=[O:31])[C:29]2[C:24](=[CH:25][CH:26]=[CH:27][CH:28]=2)[C:23]1=[O:32])[C:20]#[CH:21].C(OCC)(=O)C. (7) Given the product [Cl:1][C:2]1[N:7]=[C:6]([C:8]([O:10][CH3:11])=[O:9])[CH:5]=[C:4]([NH:21][C:18]2[CH:17]=[C:16]([CH:13]3[CH2:15][CH2:14]3)[NH:20][N:19]=2)[N:3]=1, predict the reactants needed to synthesize it. The reactants are: [Cl:1][C:2]1[N:7]=[C:6]([C:8]([O:10][CH3:11])=[O:9])[CH:5]=[C:4](Cl)[N:3]=1.[CH:13]1([C:16]2[NH:20][N:19]=[C:18]([NH2:21])[CH:17]=2)[CH2:15][CH2:14]1.CCN(C(C)C)C(C)C.CS(C)=O.